Dataset: Full USPTO retrosynthesis dataset with 1.9M reactions from patents (1976-2016). Task: Predict the reactants needed to synthesize the given product. (1) Given the product [CH2:1]([N:8]1[CH2:9][CH2:10][CH:11]([CH2:14][CH2:15][C:30](=[O:34])[CH2:31][C:36]([O:38][CH2:39][CH3:40])=[O:37])[CH2:12][CH2:13]1)[C:2]1[CH:3]=[CH:4][CH:5]=[CH:6][CH:7]=1, predict the reactants needed to synthesize it. The reactants are: [CH2:1]([N:8]1[CH2:13][CH2:12][C:11](=[CH:14][C:15](OCC)=O)[CH2:10][CH2:9]1)[C:2]1[CH:7]=[CH:6][CH:5]=[CH:4][CH:3]=1.C(N1CC[C:30]2([O:34]CC(=O)[CH:31]2[C:36]([O:38][CH2:39][CH3:40])=[O:37])CC1)C1C=CC=CC=1. (2) Given the product [CH3:1][C:2]([CH3:8])([CH3:7])[CH2:3][C:4](=[O:5])[S:22][C:16]1[CH:21]=[CH:20][CH:19]=[CH:18][CH:17]=1, predict the reactants needed to synthesize it. The reactants are: [CH3:1][C:2]([CH3:8])([CH3:7])[CH2:3][C:4](Cl)=[O:5].C(N(CC)CC)C.[C:16]1([SH:22])[CH:21]=[CH:20][CH:19]=[CH:18][CH:17]=1.CCCC(C)C.C(OCC)(=O)C. (3) Given the product [O:12]1[CH2:16][CH2:15][CH:14]([CH2:17][NH:18][C:19]([C:21]2[C:25]([CH2:1][CH3:2])=[C:24]([CH2:26][O:27][CH2:28][C:29]3[CH:38]=[CH:37][C:36]4[C:31](=[CH:32][CH:33]=[CH:34][CH:35]=4)[CH:30]=3)[O:23][N:22]=2)=[O:20])[CH2:13]1, predict the reactants needed to synthesize it. The reactants are: [CH3:1][CH2:2]CCCC.C([Li])CCC.[O:12]1[CH2:16][CH2:15][CH:14]([CH2:17][NH:18][C:19]([C:21]2[CH:25]=[C:24]([CH2:26][O:27][CH2:28][C:29]3[CH:38]=[CH:37][C:36]4[C:31](=[CH:32][CH:33]=[CH:34][CH:35]=4)[CH:30]=3)[O:23][N:22]=2)=[O:20])[CH2:13]1.IC.Cl. (4) Given the product [F:25][C:2]([F:1])([C:15]1[CH:16]=[C:17]2[C:22](=[CH:23][CH:24]=1)[N:21]=[CH:20][CH:19]=[CH:18]2)[C:3]1[N:7]2[N:8]=[C:9](/[C:12](=[N:36]/[NH:35][C:33](=[O:34])[CH2:32][N:29]3[CH2:30][CH2:31][O:26][CH2:27][CH2:28]3)/[CH3:13])[CH:10]=[CH:11][C:6]2=[N:5][N:4]=1, predict the reactants needed to synthesize it. The reactants are: [F:1][C:2]([F:25])([C:15]1[CH:16]=[C:17]2[C:22](=[CH:23][CH:24]=1)[N:21]=[CH:20][CH:19]=[CH:18]2)[C:3]1[N:7]2[N:8]=[C:9]([C:12](=O)[CH3:13])[CH:10]=[CH:11][C:6]2=[N:5][N:4]=1.[O:26]1[CH2:31][CH2:30][N:29]([CH2:32][C:33]([NH:35][NH2:36])=[O:34])[CH2:28][CH2:27]1. (5) Given the product [CH:1]([C@@:3]12[CH2:20][CH2:19][C:18]3[CH:17]=[C:16]([O:21][CH3:22])[CH:15]=[CH:14][C:13]=3[C:12]1=[C:11]([CH2:23][CH2:24][CH2:25][CH2:26][CH3:27])[CH2:10][C@@:8]1([CH3:9])[C@H:4]2[CH2:5][CH2:6][C@@H:7]1[OH:28])=[O:45], predict the reactants needed to synthesize it. The reactants are: [C:1]([C@@:3]12[CH2:20][CH2:19][C:18]3[CH:17]=[C:16]([O:21][CH3:22])[CH:15]=[CH:14][C:13]=3[C:12]1=[C:11]([CH2:23][CH2:24][CH2:25][CH2:26][CH3:27])[CH2:10][C@@:8]1([CH3:9])[C@H:4]2[CH2:5][CH2:6][C@@H:7]1[OH:28])#N.CC(C[AlH]CC(C)C)C.C1(C)C=CC(S(O)(=O)=[O:45])=CC=1. (6) Given the product [CH3:1][O:2][C:3]1[CH:23]=[CH:22][C:6]([CH2:7][N:8]2[C:17]3[C:12](=[CH:13][C:14]([N:36]4[C:37]([C:39]([O:41][CH2:42][CH3:43])=[O:40])=[CH:38][C:34]([C:30]([CH3:31])([CH3:33])[CH3:32])=[N:35]4)=[CH:15][CH:16]=3)[CH:11]=[CH:10][C:9]2=[O:21])=[CH:5][CH:4]=1, predict the reactants needed to synthesize it. The reactants are: [CH3:1][O:2][C:3]1[CH:23]=[CH:22][C:6]([CH2:7][N:8]2[C:17]3[C:12](=[CH:13][C:14](B(O)O)=[CH:15][CH:16]=3)[CH:11]=[CH:10][C:9]2=[O:21])=[CH:5][CH:4]=1.N1C=CC=CC=1.[C:30]([C:34]1[CH:38]=[C:37]([C:39]([O:41][CH2:42][CH3:43])=[O:40])[NH:36][N:35]=1)([CH3:33])([CH3:32])[CH3:31].B(O)O.